Dataset: Full USPTO retrosynthesis dataset with 1.9M reactions from patents (1976-2016). Task: Predict the reactants needed to synthesize the given product. (1) Given the product [F:24][C:25]1[C:34]([F:35])=[CH:33][CH:32]=[CH:31][C:26]=1[C:27]1[N:29]=[C:19]([C:11]2[N:10]=[N:9][N:8]([C:3]3[CH:4]=[CH:5][CH:6]=[CH:7][C:2]=3[F:1])[C:12]=2[C:13]2[CH:18]=[CH:17][N:16]=[CH:15][CH:14]=2)[O:20][N:28]=1, predict the reactants needed to synthesize it. The reactants are: [F:1][C:2]1[CH:7]=[CH:6][CH:5]=[CH:4][C:3]=1[N:8]1[C:12]([C:13]2[CH:18]=[CH:17][N:16]=[CH:15][CH:14]=2)=[C:11]([C:19](OCC)=[O:20])[N:10]=[N:9]1.[F:24][C:25]1[C:34]([F:35])=[CH:33][CH:32]=[CH:31][C:26]=1[C:27](=[N:29]O)[NH2:28]. (2) Given the product [CH3:27][C:26]1[C:21]([CH:9]2[CH2:10][CH2:11][CH2:12][CH:13]([C:14]3[C:19]([CH3:20])=[CH:18][CH:17]=[CH:16][N:15]=3)[N:8]2[CH2:7][CH2:6][C:4]2[N:3]=[CH:2][N:1]([CH3:30])[CH:5]=2)=[N:22][CH:23]=[CH:24][CH:25]=1, predict the reactants needed to synthesize it. The reactants are: [N:1]1[CH:5]=[C:4]([CH2:6][CH2:7][N:8]2[CH:13]([C:14]3[C:19]([CH3:20])=[CH:18][CH:17]=[CH:16][N:15]=3)[CH2:12][CH2:11][CH2:10][CH:9]2[C:21]2[C:26]([CH3:27])=[CH:25][CH:24]=[CH:23][N:22]=2)[NH:3][CH:2]=1.[H-].[Na+].[CH2:30]1COCC1. (3) Given the product [Cl:19][C:16]1[CH:15]=[CH:14][C:13]([C:6]2[CH:7]=[CH:8][C:3]([O:2][CH3:1])=[CH:4][CH:5]=2)=[CH:18][N:17]=1, predict the reactants needed to synthesize it. The reactants are: [CH3:1][O:2][C:3]1[CH:8]=[CH:7][C:6](B(O)O)=[CH:5][CH:4]=1.Br[C:13]1[CH:14]=[CH:15][C:16]([Cl:19])=[N:17][CH:18]=1.C(=O)([O-])[O-].[K+].[K+].O1CCOCC1. (4) Given the product [Cl:1][C:2]1[CH:7]=[CH:6][CH:5]=[C:4]([F:8])[C:3]=1[CH2:9][N:10]1[CH:14]=[CH:13][C:12]([N:15]=[C:16]=[S:17])=[N:11]1, predict the reactants needed to synthesize it. The reactants are: [Cl:1][C:2]1[CH:7]=[CH:6][CH:5]=[C:4]([F:8])[C:3]=1[CH2:9][N:10]1[CH:14]=[CH:13][C:12]([NH2:15])=[N:11]1.[C:16](Cl)(Cl)=[S:17].